This data is from Reaction yield outcomes from USPTO patents with 853,638 reactions. The task is: Predict the reaction yield, written as a fraction of the theoretical maximum amount of product (1.0 means a 100% yield; for example, 0.34 means a 34% yield). (1) The reactants are [F:1][C:2]1[CH:7]=[CH:6][C:5]([CH:8]2[C:17](=O)[C:16]3[C:15]([C:19](OCC)=[O:20])=[CH:14][CH:13]=[CH:12][C:11]=3[NH:10][CH:9]2[C:24]2N(C)C=CN=2)=[CH:4][CH:3]=1.O.[NH2:31][NH2:32]. The catalyst is CO. The product is [F:1][C:2]1[CH:7]=[CH:6][C:5]([CH:8]2[C:17]3=[N:31][NH:32][C:19](=[O:20])[C:15]4[CH:14]=[CH:13][CH:12]=[C:11]([C:16]=43)[NH:10][CH:9]2[C:24]2[CH:15]=[C:16]3[C:11](=[CH:12][CH:13]=2)[N:10]=[CH:9][CH:8]=[CH:17]3)=[CH:4][CH:3]=1. The yield is 0.250. (2) The reactants are C1N=CN([C:6]([N:8]2C=N[CH:10]=[CH:9]2)=[O:7])C=1.[N:13]1[CH:18]=[CH:17][CH:16]=[C:15]([CH2:19][OH:20])[CH:14]=1.NCC1[CH:28]=[CH:27][C:26]([CH2:29][OH:30])=[CH:25][CH:24]=1.C(N(CC)CC)C. The product is [N:13]1[CH:18]=[CH:17][CH:16]=[C:15]([CH2:19][O:20][C:6](=[O:7])[NH:8][CH2:9][C:10]2[CH:28]=[CH:27][C:26]([CH2:29][OH:30])=[CH:25][CH:24]=2)[CH:14]=1. The yield is 0.460. The catalyst is C1COCC1. (3) The reactants are [OH:1][C:2]1[C:7]2[CH2:8][CH:9]=[CH:10][C:11]3[C:12](=[CH:13][C:14]4[CH:15]=[CH:16][N:17]([CH3:20])[C:18]=4[CH:19]=3)[C:6]=2[NH:5][C:4](=[O:21])[C:3]=1[C:22]([O:24]C)=[O:23].[Li+].[I-].Cl. The catalyst is CCOC(C)=O.CCOCC. The product is [OH:1][C:2]1[C:7]2[CH2:8][CH:9]=[CH:10][C:11]3[C:12](=[CH:13][C:14]4[CH:15]=[CH:16][N:17]([CH3:20])[C:18]=4[CH:19]=3)[C:6]=2[NH:5][C:4](=[O:21])[C:3]=1[C:22]([OH:24])=[O:23]. The yield is 0.580. (4) The reactants are [Cl:1][C:2]1[N:7]=[C:6](Cl)[C:5]([F:9])=[CH:4][N:3]=1.[O:10]([C:12]1[CH:18]=[CH:17][CH:16]=[CH:15][C:13]=1[NH2:14])[CH3:11].O1CCOCC1. The catalyst is C(#N)C.O. The product is [Cl:1][C:2]1[N:7]=[C:6]([NH:14][C:13]2[CH:15]=[CH:16][CH:17]=[CH:18][C:12]=2[O:10][CH3:11])[C:5]([F:9])=[CH:4][N:3]=1. The yield is 0.700. (5) The catalyst is CO.[Pd]. The yield is 0.830. The product is [CH:1]1([CH2:6][C@@H:7]([C:20]([NH:22][NH:23][C:24]2[C:29]([F:30])=[C:28]([N:31]3[CH2:40][CH2:39][N:38]4[C@H:33]([CH2:34][O:35][CH2:36][CH2:37]4)[CH2:32]3)[N:27]=[C:26]([CH3:41])[N:25]=2)=[O:21])[CH2:8][N:9]([OH:12])[CH:10]=[O:11])[CH2:5][CH2:4][CH2:3][CH2:2]1. The reactants are [CH:1]1([CH2:6][C@@H:7]([C:20]([NH:22][NH:23][C:24]2[C:29]([F:30])=[C:28]([N:31]3[CH2:40][CH2:39][N:38]4[C@H:33]([CH2:34][O:35][CH2:36][CH2:37]4)[CH2:32]3)[N:27]=[C:26]([CH3:41])[N:25]=2)=[O:21])[CH2:8][N:9]([O:12]CC2C=CC=CC=2)[CH:10]=[O:11])[CH2:5][CH2:4][CH2:3][CH2:2]1.